Dataset: Full USPTO retrosynthesis dataset with 1.9M reactions from patents (1976-2016). Task: Predict the reactants needed to synthesize the given product. (1) Given the product [CH2:17]([O:24][C:25]1[CH:34]=[C:33]2[C:28]([C:29]([NH:3][NH:2][C:1]([O:5][C:6]([CH3:9])([CH3:8])[CH3:7])=[O:4])=[C:30]([N+:35]([O-:37])=[O:36])[CH:31]=[N:32]2)=[CH:27][CH:26]=1)[C:18]1[CH:19]=[CH:20][CH:21]=[CH:22][CH:23]=1, predict the reactants needed to synthesize it. The reactants are: [C:1]([O:5][C:6]([CH3:9])([CH3:8])[CH3:7])(=[O:4])[NH:2][NH2:3].C(N(CC)CC)C.[CH2:17]([O:24][C:25]1[CH:34]=[C:33]2[C:28]([C:29](Cl)=[C:30]([N+:35]([O-:37])=[O:36])[CH:31]=[N:32]2)=[CH:27][CH:26]=1)[C:18]1[CH:23]=[CH:22][CH:21]=[CH:20][CH:19]=1. (2) Given the product [N+:18]([C:10]1[C:9]([NH:21][C:22]2[CH:23]=[C:24]([CH:27]=[CH:28][CH:29]=2)[C:25]#[N:26])=[CH:17][CH:16]=[C:15]2[C:11]=1[CH2:12][CH2:13][CH2:14]2)([O-:20])=[O:19], predict the reactants needed to synthesize it. The reactants are: O([C:9]1[C:10]([N+:18]([O-:20])=[O:19])=[C:11]2[C:15](=[CH:16][CH:17]=1)[CH2:14][CH2:13][CH2:12]2)S(C(F)(F)F)(=O)=O.[NH2:21][C:22]1[CH:23]=[C:24]([CH:27]=[CH:28][CH:29]=1)[C:25]#[N:26].C(=O)([O-])[O-].[K+].[K+].C1(P(C2C=CC=CC=2)C2C=CC=CC=2)C=CC=CC=1. (3) Given the product [C:12]([O:11][C:9](=[O:10])[NH:23][C:20]1[CH:19]=[CH:18][C:17]([CH3:16])=[CH:22][N:21]=1)([CH3:13])([CH3:14])[CH3:15], predict the reactants needed to synthesize it. The reactants are: [C:9](O[C:9]([O:11][C:12]([CH3:15])([CH3:14])[CH3:13])=[O:10])([O:11][C:12]([CH3:15])([CH3:14])[CH3:13])=[O:10].[CH3:16][C:17]1[CH:18]=[CH:19][C:20]([NH2:23])=[N:21][CH:22]=1. (4) Given the product [CH3:41][N:42]([CH3:50])[C:27](=[O:28])[C:26]1[CH:30]=[CH:31][N:32]=[C:24]([C:10]2[C:11]3[C:12]([NH:17][CH:18]4[CH2:19][CH2:20][O:21][CH2:22][CH2:23]4)=[N:13][CH:14]=[CH:15][C:16]=3[NH:8][N:9]=2)[CH:25]=1, predict the reactants needed to synthesize it. The reactants are: COC1C=CC(C[N:8]2[C:16]3[CH:15]=[CH:14][N:13]=[C:12]([NH:17][CH:18]4[CH2:23][CH2:22][O:21][CH2:20][CH2:19]4)[C:11]=3[C:10]([C:24]3[CH:25]=[C:26]([CH:30]=[CH:31][N:32]=3)[C:27](O)=[O:28])=[N:9]2)=CC=1.COC1C=CC([CH2:41][N:42]2[C:50]3C=CN=C(NC4CCOCC4)C=3C(C3C=C(C=CN=3)C#N)=N2)=CC=1.[OH-].[K+]. (5) Given the product [Cl:2][C:3]1[CH:8]=[CH:7][C:6]([CH2:9][CH2:10][CH2:11][OH:12])=[CH:5][C:4]=1[F:14], predict the reactants needed to synthesize it. The reactants are: B.[Cl:2][C:3]1[CH:8]=[CH:7][C:6]([CH2:9][CH2:10][C:11](O)=[O:12])=[CH:5][C:4]=1[F:14].